Dataset: Reaction yield outcomes from USPTO patents with 853,638 reactions. Task: Predict the reaction yield, written as a fraction of the theoretical maximum amount of product (1.0 means a 100% yield; for example, 0.34 means a 34% yield). (1) The reactants are [Cl:1][C:2]1[CH:16]=[CH:15][C:5]([CH2:6][O:7][C:8]2[CH:13]=[CH:12][NH:11][C:10](=[O:14])[CH:9]=2)=[C:4]([F:17])[CH:3]=1.Br[C:19]1[CH:20]=[CH:21][C:22]2[C:26]3[CH2:27][N:28](C(OC(C)(C)C)=O)[CH2:29][CH2:30][CH2:31][C:25]=3[N:24]([CH3:39])[C:23]=2[N:40]=1.OC1C=CC=C2C=1N=CC=C2.C([O-])([O-])=O.[Cs+].[Cs+].Cl. The catalyst is CS(C)=O.CCOCC.C(Cl)Cl.[Cu]I. The product is [ClH:1].[Cl:1][C:2]1[CH:16]=[CH:15][C:5]([CH2:6][O:7][C:8]2[CH:13]=[CH:12][N:11]([C:19]3[CH:20]=[CH:21][C:22]4[C:26]5[CH2:27][NH:28][CH2:29][CH2:30][CH2:31][C:25]=5[N:24]([CH3:39])[C:23]=4[N:40]=3)[C:10](=[O:14])[CH:9]=2)=[C:4]([F:17])[CH:3]=1. The yield is 0.440. (2) The reactants are C(OC([N:8]1[CH2:13][CH2:12][CH:11]([C:14]2[CH:19]=[CH:18][C:17]([NH:20][C:21]([C:23]3[N:24](COCC[Si](C)(C)C)[CH:25]=[C:26]([C:28]#[N:29])[N:27]=3)=[O:22])=[C:16]([C:38]3[CH2:43][CH2:42][C:41]([CH3:45])([CH3:44])[CH2:40][CH:39]=3)[N:15]=2)[CH2:10][CH2:9]1)=O)(C)(C)C.[C:46]([OH:52])([C:48]([F:51])([F:50])[F:49])=[O:47].CO. The catalyst is C(Cl)Cl.CO. The product is [F:49][C:48]([F:51])([F:50])[C:46]([OH:52])=[O:47].[CH3:44][C:41]1([CH3:45])[CH2:42][CH2:43][C:38]([C:16]2[N:15]=[C:14]([CH:11]3[CH2:12][CH2:13][NH:8][CH2:9][CH2:10]3)[CH:19]=[CH:18][C:17]=2[NH:20][C:21]([C:23]2[NH:24][CH:25]=[C:26]([C:28]#[N:29])[N:27]=2)=[O:22])=[CH:39][CH2:40]1. The yield is 0.970. (3) The reactants are [CH3:1][C:2]([CH3:9])([CH3:8])[C:3](=O)[CH2:4][C:5]#[N:6].Cl.[C:11]1([CH3:19])[CH:16]=[CH:15][C:14]([NH:17][NH2:18])=[CH:13][CH:12]=1. The catalyst is CCO. The product is [C:2]([C:3]1[CH:4]=[C:5]([NH2:6])[N:17]([C:14]2[CH:15]=[CH:16][C:11]([CH3:19])=[CH:12][CH:13]=2)[N:18]=1)([CH3:9])([CH3:8])[CH3:1]. The yield is 0.990. (4) The reactants are [NH2:1]/[C:2](/OCC)=[CH:3]\[C:4](=O)[C:5]([F:8])([F:7])[F:6].S(O)(O)(=O)=O.[CH3:18][NH:19][NH2:20]. No catalyst specified. The product is [CH3:18][N:19]1[C:4]([C:5]([F:8])([F:7])[F:6])=[CH:3][C:2]([NH2:1])=[N:20]1. The yield is 0.230. (5) The reactants are [CH3:1][O:2][C:3]([C:5]1[C:13]2[C:8](=[N:9][CH:10]=[CH:11][C:12]=2[Cl:14])[NH:7][CH:6]=1)=[O:4].C(=O)([O-])[O-].[Cs+].[Cs+].Br[CH:22]1[CH2:25][O:24][CH2:23]1. The catalyst is CN(C=O)C. The product is [CH3:1][O:2][C:3]([C:5]1[C:13]2[C:8](=[N:9][CH:10]=[CH:11][C:12]=2[Cl:14])[N:7]([CH:22]2[CH2:25][O:24][CH2:23]2)[CH:6]=1)=[O:4]. The yield is 0.531. (6) The reactants are [OH:1][C:2]1[C:3]([C:8](=[O:10])[CH3:9])=[N:4][CH:5]=[CH:6][CH:7]=1.O=[C:12]1[CH2:17][CH2:16][N:15]([C:18]([O:20][C:21]([CH3:24])([CH3:23])[CH3:22])=[O:19])[CH2:14][CH2:13]1.N1CCCC1.Cl. The catalyst is CO. The product is [O:10]=[C:8]1[C:3]2=[N:4][CH:5]=[CH:6][CH:7]=[C:2]2[O:1][C:12]2([CH2:17][CH2:16][N:15]([C:18]([O:20][C:21]([CH3:24])([CH3:23])[CH3:22])=[O:19])[CH2:14][CH2:13]2)[CH2:9]1. The yield is 0.400.